From a dataset of Peptide-MHC class I binding affinity with 185,985 pairs from IEDB/IMGT. Regression. Given a peptide amino acid sequence and an MHC pseudo amino acid sequence, predict their binding affinity value. This is MHC class I binding data. (1) The peptide sequence is HRCQAIRK. The MHC is HLA-A68:01 with pseudo-sequence HLA-A68:01. The binding affinity (normalized) is 0. (2) The peptide sequence is FLAAECPFL. The MHC is HLA-A03:01 with pseudo-sequence HLA-A03:01. The binding affinity (normalized) is 0.0847.